Dataset: Full USPTO retrosynthesis dataset with 1.9M reactions from patents (1976-2016). Task: Predict the reactants needed to synthesize the given product. Given the product [CH3:1][N:2]1[CH2:6][CH2:5][CH2:4][CH:3]1[C:7]1[C:15]2[C:10](=[C:11]([C:22]([O:24][CH3:25])=[O:23])[CH:12]=[C:13]([C:16]3[CH:17]=[CH:18][CH:19]=[CH:20][CH:21]=3)[CH:14]=2)[NH:9][CH:8]=1, predict the reactants needed to synthesize it. The reactants are: [CH3:1][N:2]1[CH2:6][CH2:5][CH2:4]/[C:3]/1=[C:7]1/[CH:8]=[N:9][C:10]2[C:15]/1=[CH:14][C:13]([C:16]1[CH:21]=[CH:20][CH:19]=[CH:18][CH:17]=1)=[CH:12][C:11]=2[C:22]([O:24][CH3:25])=[O:23].[BH4-].[Na+].